Dataset: Forward reaction prediction with 1.9M reactions from USPTO patents (1976-2016). Task: Predict the product of the given reaction. Given the reactants [CH2:1]([O:3][C:4]([C:6]1([CH3:27])[CH2:11][CH2:10][N:9]([C:12]2[CH2:26][C:15]3([CH2:18][N:17](C(OC(C)(C)C)=O)[CH2:16]3)[O:14][N:13]=2)[CH2:8][CH2:7]1)=[O:5])[CH3:2].[CH:28]1([C:31]2[CH:36]=[C:35]([CH:37]=O)[C:34]([N:39]3[CH2:44][CH2:43][O:42][CH2:41][CH2:40]3)=[CH:33][C:32]=2[C:45]2[CH:50]=[CH:49][C:48]([F:51])=[CH:47][CH:46]=2)[CH2:30][CH2:29]1, predict the reaction product. The product is: [CH:28]1([C:31]2[CH:36]=[C:35]([CH2:37][N:17]3[CH2:16][C:15]4([CH2:26][C:12]([N:9]5[CH2:8][CH2:7][C:6]([CH3:27])([C:4]([O:3][CH2:1][CH3:2])=[O:5])[CH2:11][CH2:10]5)=[N:13][O:14]4)[CH2:18]3)[C:34]([N:39]3[CH2:44][CH2:43][O:42][CH2:41][CH2:40]3)=[CH:33][C:32]=2[C:45]2[CH:46]=[CH:47][C:48]([F:51])=[CH:49][CH:50]=2)[CH2:29][CH2:30]1.